This data is from Forward reaction prediction with 1.9M reactions from USPTO patents (1976-2016). The task is: Predict the product of the given reaction. (1) Given the reactants [CH3:1][C:2]1[S:6][C:5]([CH:7]=O)=[CH:4][CH:3]=1.[N+:9]([CH3:12])([O-:11])=[O:10], predict the reaction product. The product is: [CH3:1][C:2]1[S:6][C:5]([CH:7]=[CH:12][N+:9]([O-:11])=[O:10])=[CH:4][CH:3]=1. (2) Given the reactants [CH3:1][C:2]1([OH:12])[CH:9]2[CH2:10][CH:5]3[CH2:6][CH:7]([CH2:11][CH:3]1[CH2:4]3)[CH2:8]2.[C:13](O)(=[O:16])[CH:14]=[CH2:15].[C:18]([OH:23])(=[O:22])[C:19]([CH3:21])=[CH2:20], predict the reaction product. The product is: [C:13]([O:12][C:2]1([CH3:1])[CH:3]2[CH2:11][CH:7]3[CH2:6][CH:5]([CH2:10][CH:9]1[CH2:8]3)[CH2:4]2)(=[O:16])[CH:14]=[CH2:15].[C:18]([O:23][C:2]1([CH3:1])[CH:3]2[CH2:11][CH:7]3[CH2:6][CH:5]([CH2:10][CH:9]1[CH2:8]3)[CH2:4]2)(=[O:22])[C:19]([CH3:21])=[CH2:20]. (3) Given the reactants Cl[C:2]1[N:3]([C:13]2[CH:18]=[CH:17][CH:16]=[CH:15][CH:14]=2)[C:4]2[C:9]([C:10]=1[CH:11]=[O:12])=[CH:8][CH:7]=[CH:6][CH:5]=2.[N:19]1([CH:26]=[O:27])[CH2:25][CH2:24][CH2:23][NH:22][CH2:21][CH2:20]1, predict the reaction product. The product is: [CH:26]([N:19]1[CH2:25][CH2:24][CH2:23][N:22]([C:2]2[N:3]([C:13]3[CH:18]=[CH:17][CH:16]=[CH:15][CH:14]=3)[C:4]3[C:9]([C:10]=2[CH:11]=[O:12])=[CH:8][CH:7]=[CH:6][CH:5]=3)[CH2:21][CH2:20]1)=[O:27].